From a dataset of Forward reaction prediction with 1.9M reactions from USPTO patents (1976-2016). Predict the product of the given reaction. Given the reactants C(OC([N:8]1[C:16]2[C:11](=[CH:12][CH:13]=[C:14]([CH2:17][C:18]3[CH:23]=[CH:22][CH:21]=[CH:20][CH:19]=3)[CH:15]=2)[C:10]2([CH2:26][N:25]([C:27](=[O:29])[CH3:28])[CH2:24]2)[CH2:9]1)=O)(C)(C)C.[ClH:30], predict the reaction product. The product is: [ClH:30].[C:27]([N:25]1[CH2:24][C:10]2([C:11]3[C:16](=[CH:15][C:14]([CH2:17][C:18]4[CH:23]=[CH:22][CH:21]=[CH:20][CH:19]=4)=[CH:13][CH:12]=3)[NH:8][CH2:9]2)[CH2:26]1)(=[O:29])[CH3:28].